From a dataset of Full USPTO retrosynthesis dataset with 1.9M reactions from patents (1976-2016). Predict the reactants needed to synthesize the given product. (1) Given the product [Cl:1][C:2]1[N:7]=[CH:6][C:5]([C:8]2[C:9]([C:11]3[O:12][CH:13]=[CH:14][CH:15]=3)=[N:23][C:22]([NH2:24])=[N:21][CH:16]=2)=[CH:4][CH:3]=1, predict the reactants needed to synthesize it. The reactants are: [Cl:1][C:2]1[N:7]=[CH:6][C:5]([C:8](=[CH:16]N(C)C)[C:9]([C:11]2[O:12][CH:13]=[CH:14][CH:15]=2)=O)=[CH:4][CH:3]=1.Cl.[NH2:21][C:22]([NH2:24])=[NH:23].C(=O)([O-])[O-].[K+].[K+]. (2) Given the product [CH2:52]([O:51][C:50]([NH:49][CH2:48][CH2:47][C:42]1[CH:43]=[CH:44][CH:45]=[CH:46][C:41]=1[C:40]1[O:24][N:23]=[C:22]([C@@H:10]2[C@:9]([C:4]3[CH:5]=[CH:6][C:7]([F:8])=[C:2]([F:1])[CH:3]=3)([OH:25])[CH2:14][CH2:13][N:12]([C:15]([O:17][C:18]([CH3:21])([CH3:19])[CH3:20])=[O:16])[CH2:11]2)[C:39]=1[Cl:38])=[O:59])[C:53]1[CH:54]=[CH:55][CH:56]=[CH:57][CH:58]=1, predict the reactants needed to synthesize it. The reactants are: [F:1][C:2]1[CH:3]=[C:4]([C@@:9]2([OH:25])[CH2:14][CH2:13][N:12]([C:15]([O:17][C:18]([CH3:21])([CH3:20])[CH3:19])=[O:16])[CH2:11][C@@H:10]2/[CH:22]=[N:23]/[OH:24])[CH:5]=[CH:6][C:7]=1[F:8].CC1C=CC(S(NCl)(=O)=O)=CC=1.[Cl:38][C:39]#[C:40][C:41]1[CH:46]=[CH:45][CH:44]=[CH:43][C:42]=1[CH2:47][CH2:48][NH:49][C:50](=[O:59])[O:51][CH2:52][C:53]1[CH:58]=[CH:57][CH:56]=[CH:55][CH:54]=1. (3) The reactants are: [C:1]([O:4][C:5]1[CH:6]=[C:7]([CH:11]=[CH:12][CH:13]=1)[C:8]([OH:10])=O)(=[O:3])[CH3:2].CN(C)C=O.[F:19][C:20]([F:29])([F:28])[C:21]1[CH:27]=[CH:26][C:24]([NH2:25])=[CH:23][CH:22]=1.C(N(C(C)C)C(C)C)C. Given the product [C:1]([O:4][C:5]1[CH:13]=[CH:12][CH:11]=[C:7]([C:8]([NH:25][C:24]2[CH:26]=[CH:27][C:21]([C:20]([F:19])([F:28])[F:29])=[CH:22][CH:23]=2)=[O:10])[CH:6]=1)(=[O:3])[CH3:2], predict the reactants needed to synthesize it. (4) Given the product [Cl:1][C:2]1[CH:7]=[CH:6][C:5]([CH:8]([CH2:14][CH3:15])[CH2:9][C:10]([OH:12])=[O:11])=[CH:4][C:3]=1[NH:16][C:17](=[O:32])[C@H:18]([C:25]1[CH:30]=[CH:29][C:28]([Cl:31])=[CH:27][CH:26]=1)[C@@H:19]([CH3:24])[C:20]([F:23])([F:22])[F:21], predict the reactants needed to synthesize it. The reactants are: [Cl:1][C:2]1[CH:7]=[CH:6][C:5]([CH:8]([CH2:14][CH3:15])[CH2:9][C:10]([O:12]C)=[O:11])=[CH:4][C:3]=1[NH:16][C:17](=[O:32])[C@H:18]([C:25]1[CH:30]=[CH:29][C:28]([Cl:31])=[CH:27][CH:26]=1)[C@@H:19]([CH3:24])[C:20]([F:23])([F:22])[F:21].S(=O)(=O)(O)O.O. (5) Given the product [Cl:25][C:22]1[CH:23]=[CH:24][C:19]([CH:11]2[C:12]3[CH:18]=[CH:17][S:16][C:13]=3[CH2:14][CH2:15][N:10]2[C:8](=[O:9])[CH2:7][CH2:6][C:5]([OH:26])=[O:4])=[CH:20][CH:21]=1, predict the reactants needed to synthesize it. The reactants are: [OH-].[Na+].C[O:4][C:5](=[O:26])[CH2:6][CH2:7][C:8]([N:10]1[CH2:15][CH2:14][C:13]2[S:16][CH:17]=[CH:18][C:12]=2[CH:11]1[C:19]1[CH:24]=[CH:23][C:22]([Cl:25])=[CH:21][CH:20]=1)=[O:9]. (6) Given the product [N:11]1[S:12][N:13]=[C:14]2[CH:19]=[C:18]([CH2:20][N:10]([CH2:20][C:18]3[CH:17]=[CH:16][C:15]4=[N:11][S:12][N:13]=[C:14]4[CH:19]=3)[C:8]3[CH:7]=[CH:6][C:5]4[NH:1][CH:2]=[N:3][C:4]=4[CH:9]=3)[CH:17]=[CH:16][C:15]=12, predict the reactants needed to synthesize it. The reactants are: [N:1]1[C:5]2[CH:6]=[CH:7][C:8]([NH2:10])=[CH:9][C:4]=2[NH:3][CH:2]=1.[N:11]1[S:12][N:13]=[C:14]2[CH:19]=[C:18]([CH2:20]Br)[CH:17]=[CH:16][C:15]=12.C([O-])([O-])=O.[K+].[K+].